From a dataset of Reaction yield outcomes from USPTO patents with 853,638 reactions. Predict the reaction yield, written as a fraction of the theoretical maximum amount of product (1.0 means a 100% yield; for example, 0.34 means a 34% yield). (1) The reactants are [O:1]=[C:2]1[C:7]2[CH:8]=[C:9]([C:11]3[CH:12]=[CH:13][CH:14]=[C:15]4[C:20]=3[N:19]=[C:18]([O:21][C@@H:22]3[CH2:27][CH2:26][CH2:25][N:24](C(OC(C)(C)C)=O)[CH2:23]3)[CH:17]=[CH:16]4)[NH:10][C:6]=2[CH2:5][CH2:4][NH:3]1.[C:35]([OH:41])([C:37]([F:40])([F:39])[F:38])=[O:36]. The catalyst is C(Cl)Cl. The yield is 0.130. The product is [F:38][C:37]([F:40])([F:39])[C:35]([OH:41])=[O:36].[NH:24]1[CH2:25][CH2:26][CH2:27][C@@H:22]([O:21][C:18]2[CH:17]=[CH:16][C:15]3[C:20](=[C:11]([C:9]4[NH:10][C:6]5[CH2:5][CH2:4][NH:3][C:2](=[O:1])[C:7]=5[CH:8]=4)[CH:12]=[CH:13][CH:14]=3)[N:19]=2)[CH2:23]1. (2) The reactants are FC(F)(F)C(O)=O.[NH2:8][CH2:9][C:10]1[N:15]=[C:14]([C:16]2[S:17][C:18]3[CH:26]=[CH:25][CH:24]=[CH:23][C:19]=3[C:20](=[O:22])[N:21]=2)[CH:13]=[CH:12][CH:11]=1.[C:27](Cl)(=[O:34])[C:28]1[CH:33]=[CH:32][CH:31]=[CH:30][CH:29]=1.C(OCC)(=O)C.O. The catalyst is CN(C)C(=O)C. The product is [O:22]=[C:20]1[C:19]2[CH:23]=[CH:24][CH:25]=[CH:26][C:18]=2[S:17][C:16]([C:14]2[N:15]=[C:10]([CH2:9][NH:8][C:27](=[O:34])[C:28]3[CH:33]=[CH:32][CH:31]=[CH:30][CH:29]=3)[CH:11]=[CH:12][CH:13]=2)=[N:21]1. The yield is 0.390. (3) The reactants are [C:1]1([CH:7]2[CH2:12][CH2:11][CH2:10][C:9](=[N:13]O)[CH2:8]2)[CH:6]=[CH:5][CH:4]=[CH:3][CH:2]=1.[H-].[Al+3].[Li+].[H-].[H-].[H-].O.[OH-].[Na+]. The catalyst is C1COCC1.CCOC(C)=O. The product is [C:1]1([CH:7]2[CH2:12][CH2:11][CH2:10][CH:9]([NH2:13])[CH2:8]2)[CH:6]=[CH:5][CH:4]=[CH:3][CH:2]=1. The yield is 0.740. (4) The reactants are [C:1]1([C@H:7]([NH:9][C:10]([N:12]2[C:15](=[O:16])[C@@H:14]([S:17][C:18]3[CH:23]=[CH:22][CH:21]=[C:20]([N+:24]([O-])=O)[CH:19]=3)[C@H:13]2[C:27]([O:29][CH2:30][CH3:31])=[O:28])=[O:11])[CH3:8])[CH:6]=[CH:5][CH:4]=[CH:3][CH:2]=1.O.[Sn](Cl)(Cl)(Cl)Cl. The catalyst is C(OCC)(=O)C. The product is [C:1]1([C@H:7]([NH:9][C:10]([N:12]2[C:15](=[O:16])[C@@H:14]([S:17][C:18]3[CH:23]=[CH:22][CH:21]=[C:20]([NH2:24])[CH:19]=3)[C@H:13]2[C:27]([O:29][CH2:30][CH3:31])=[O:28])=[O:11])[CH3:8])[CH:2]=[CH:3][CH:4]=[CH:5][CH:6]=1. The yield is 0.630.